This data is from Catalyst prediction with 721,799 reactions and 888 catalyst types from USPTO. The task is: Predict which catalyst facilitates the given reaction. (1) Reactant: [OH-].[K+].[NH2:3][C:4]1[S:5][CH:6]=[C:7]([CH3:14])[C:8]=1[C:9]([O:11][CH2:12]C)=[O:10].ClC(OC(Cl)(Cl)Cl)=[O:17]. Product: [CH3:14][C:7]1[C:8]2[C:9](=[O:10])[O:11][C:12](=[O:17])[NH:3][C:4]=2[S:5][CH:6]=1. The catalyst class is: 6. (2) Reactant: Cl.Br[C:3]1[CH:8]=[CH:7][N:6]=[CH:5][CH:4]=1.[S:9]1[CH:13]=[CH:12][CH:11]=[C:10]1B(O)O. Product: [N:6]1[CH:7]=[CH:8][C:3]([C:11]2[CH:12]=[CH:13][S:9][CH:10]=2)=[CH:4][CH:5]=1. The catalyst class is: 108. (3) Reactant: Cl[C:2]1[N:7]([CH3:8])[C:6](=[O:9])[C:5]([O:10][CH3:11])=[CH:4][N:3]=1.[O:12]([C:19]1[CH:24]=[CH:23][C:22](B(O)O)=[CH:21][CH:20]=1)[C:13]1[CH:18]=[CH:17][CH:16]=[CH:15][CH:14]=1.C([O-])([O-])=O.[Cs+].[Cs+]. Product: [CH3:11][O:10][C:5]1[C:6](=[O:9])[N:7]([CH3:8])[C:2]([C:22]2[CH:23]=[CH:24][C:19]([O:12][C:13]3[CH:18]=[CH:17][CH:16]=[CH:15][CH:14]=3)=[CH:20][CH:21]=2)=[N:3][CH:4]=1. The catalyst class is: 20. (4) Reactant: [CH3:1][C:2]1[N:3]=[C:4]2[C:9]([NH:10][CH2:11][C:12]3[C:20]([CH3:21])=[CH:19][CH:18]=[CH:17][C:13]=3[C:14](O)=[O:15])=[CH:8][CH:7]=[CH:6][N:5]2[C:22]=1[CH3:23].COCCO[AlH2-]OCCOC.[Na+].O.C(Cl)[Cl:38]. Product: [ClH:38].[OH:15][CH2:14][C:13]1[CH:17]=[CH:18][CH:19]=[C:20]([CH3:21])[C:12]=1[CH2:11][NH:10][C:9]1[C:4]2[N:5]([C:22]([CH3:23])=[C:2]([CH3:1])[N:3]=2)[CH:6]=[CH:7][CH:8]=1. The catalyst class is: 11. (5) Reactant: [CH2:1]([O:3][C:4]([C:6]1[O:7][C:8]2[CH:14]=[C:13]([O:15]CC3C=CC=CC=3)[C:12]([O:23][CH3:24])=[CH:11][C:9]=2[CH:10]=1)=[O:5])[CH3:2].C(O)(=O)C.Cl.[OH-].[Na+]. Product: [CH2:1]([O:3][C:4]([C:6]1[O:7][C:8]2[CH:14]=[C:13]([OH:15])[C:12]([O:23][CH3:24])=[CH:11][C:9]=2[CH:10]=1)=[O:5])[CH3:2]. The catalyst class is: 6.